Dataset: Full USPTO retrosynthesis dataset with 1.9M reactions from patents (1976-2016). Task: Predict the reactants needed to synthesize the given product. (1) Given the product [N+:1]([C:4]1[CH:9]=[C:8]([O:10][C:11]([F:14])([F:13])[F:12])[CH:7]=[CH:6][C:5]=1[C:17]#[N:18])([O-:3])=[O:2], predict the reactants needed to synthesize it. The reactants are: [N+:1]([C:4]1[CH:9]=[C:8]([O:10][C:11]([F:14])([F:13])[F:12])[CH:7]=[CH:6][C:5]=1Br)([O-:3])=[O:2].[Cu][C:17]#[N:18].C1(C)C=CC=CC=1. (2) The reactants are: [Cl:1][C:2]1[CH:3]=[CH:4][C:5]2[O:11][CH2:10][CH:9]3[CH2:12][N:13](C(OC(C)(C)C)=O)[CH2:14][CH2:15][N:8]3[CH2:7][C:6]=2[CH:23]=1. Given the product [ClH:1].[ClH:1].[Cl:1][C:2]1[CH:3]=[CH:4][C:5]2[O:11][CH2:10][CH:9]3[CH2:12][NH:13][CH2:14][CH2:15][N:8]3[CH2:7][C:6]=2[CH:23]=1, predict the reactants needed to synthesize it.